Dataset: Full USPTO retrosynthesis dataset with 1.9M reactions from patents (1976-2016). Task: Predict the reactants needed to synthesize the given product. Given the product [Br:1][C:2]1[N:6]2[C:7]3[N:15]=[C:14]([O:16][CH2:27][CH:24]4[CH2:26][CH2:25]4)[CH:13]=[CH:12][C:8]=3[N:9]=[C:10]([CH3:11])[C:5]2=[C:4]([CH3:17])[N:3]=1, predict the reactants needed to synthesize it. The reactants are: [Br:1][C:2]1[N:6]2[C:7]3[NH:15][C:14](=[O:16])[CH:13]=[CH:12][C:8]=3[N:9]=[C:10]([CH3:11])[C:5]2=[C:4]([CH3:17])[N:3]=1.C([O-])([O-])=O.[Cs+].[Cs+].[CH:24]1([CH2:27]Br)[CH2:26][CH2:25]1.